Dataset: Peptide-MHC class I binding affinity with 185,985 pairs from IEDB/IMGT. Task: Regression. Given a peptide amino acid sequence and an MHC pseudo amino acid sequence, predict their binding affinity value. This is MHC class I binding data. (1) The peptide sequence is NTSTCFQEY. The MHC is HLA-B07:02 with pseudo-sequence HLA-B07:02. The binding affinity (normalized) is 0.0847. (2) The peptide sequence is ILQDRIRMY. The MHC is HLA-B15:02 with pseudo-sequence HLA-B15:02. The binding affinity (normalized) is 0.723. (3) The peptide sequence is QREPWDEWVV. The MHC is HLA-B27:05 with pseudo-sequence HLA-B27:05. The binding affinity (normalized) is 0.356. (4) The peptide sequence is AAIDRQVSVK. The MHC is HLA-A11:01 with pseudo-sequence HLA-A11:01. The binding affinity (normalized) is 0.782. (5) The peptide sequence is GTFDLGGLY. The MHC is BoLA-T2a with pseudo-sequence BoLA-T2a. The binding affinity (normalized) is 0.183. (6) The peptide sequence is VCKNFLKQV. The MHC is H-2-Kb with pseudo-sequence H-2-Kb. The binding affinity (normalized) is 0.301. (7) The peptide sequence is FTSTALDL. The MHC is H-2-Kb with pseudo-sequence H-2-Kb. The binding affinity (normalized) is 0.0613.